Dataset: Catalyst prediction with 721,799 reactions and 888 catalyst types from USPTO. Task: Predict which catalyst facilitates the given reaction. (1) Reactant: [C:1]([NH:4][C:5]1[S:6][CH:7]=[C:8]([CH3:10])[N:9]=1)(=[O:3])[CH3:2].C(=O)([O-])[O-].[Cs+].[Cs+].Br[C:18]1[CH:23]=[CH:22][N:21]=[C:20]([C:24]([CH3:27])([CH3:26])[CH3:25])[CH:19]=1. Product: [C:24]([C:20]1[CH:19]=[C:18]([C:7]2[S:6][C:5]([NH:4][C:1](=[O:3])[CH3:2])=[N:9][C:8]=2[CH3:10])[CH:23]=[CH:22][N:21]=1)([CH3:27])([CH3:26])[CH3:25]. The catalyst class is: 274. (2) Reactant: Cl.[Cl:2][C:3]1[CH:8]=[CH:7][CH:6]=[CH:5][C:4]=1[NH:9][NH2:10].[F:11][C:12]([F:24])([F:23])[C:13](=O)[CH2:14][C:15]([C:17]1[O:18][CH:19]=[CH:20][CH:21]=1)=O. Product: [Cl:2][C:3]1[CH:8]=[CH:7][CH:6]=[CH:5][C:4]=1[N:9]1[C:15]([C:17]2[O:18][CH:19]=[CH:20][CH:21]=2)=[CH:14][C:13]([C:12]([F:24])([F:11])[F:23])=[N:10]1. The catalyst class is: 15. (3) Reactant: [Cl:1][C:2]1[CH:3]=[CH:4][C:5]([O:20][CH2:21][C:22]2[CH:27]=[CH:26][CH:25]=[CH:24][CH:23]=2)=[C:6]([CH2:8][C:9]2[S:10][CH:11]=[C:12]([C:14](N(C)OC)=[O:15])[N:13]=2)[CH:7]=1.[CH3:28][Mg]Br. Product: [Cl:1][C:2]1[CH:3]=[CH:4][C:5]([O:20][CH2:21][C:22]2[CH:23]=[CH:24][CH:25]=[CH:26][CH:27]=2)=[C:6]([CH2:8][C:9]2[S:10][CH:11]=[C:12]([C:14](=[O:15])[CH3:28])[N:13]=2)[CH:7]=1. The catalyst class is: 305. (4) Reactant: C(O[C:6]([NH:8][CH:9]([CH:30]([CH3:32])[CH3:31])[C:10]([NH:12][C:13]1[CH:14]=[C:15]([C:27]([OH:29])=[O:28])[N:16]([CH2:18][C:19]2[CH:24]=[CH:23][C:22]([O:25][CH3:26])=[CH:21][CH:20]=2)[N:17]=1)=[O:11])=[O:7])(C)(C)C.F[C:34](F)(F)C(O)=O.[CH3:40][O:41][C:42]1[CH:59]=[CH:58][C:45]([CH2:46][N:47]2[C:51](C(O)=O)=[CH:50][C:49]([N+:55]([O-:57])=[O:56])=[N:48]2)=[CH:44][CH:43]=1.C(P1(=O)OP(CCC)(=O)OP(CCC)(=O)O1)CC.CN1CCOCC1. Product: [CH3:34][O:29][C:27]([C:15]1[N:16]([CH2:18][C:19]2[CH:20]=[CH:21][C:22]([O:25][CH3:26])=[CH:23][CH:24]=2)[N:17]=[C:13]([NH:12][C:10](=[O:11])[CH:9]([NH:8][C:6]([C:51]2[N:47]([CH2:46][C:45]3[CH:44]=[CH:43][C:42]([O:41][CH3:40])=[CH:59][CH:58]=3)[N:48]=[C:49]([N+:55]([O-:57])=[O:56])[CH:50]=2)=[O:7])[CH:30]([CH3:31])[CH3:32])[CH:14]=1)=[O:28]. The catalyst class is: 4. (5) Reactant: C([O-])([O-])=O.[Cs+].[Cs+].[C:7]([C:9]1[CH:24]=[CH:23][C:12]([C:13]([NH:15][C:16]2[CH:21]=[CH:20][NH:19][C:18](=[O:22])[CH:17]=2)=[O:14])=[C:11](F)[CH:10]=1)#[N:8].[F:26][C:27]1[CH:32]=[CH:31][C:30]([OH:33])=[C:29]([O:34][CH3:35])[CH:28]=1. Product: [C:7]([C:9]1[CH:24]=[CH:23][C:12]([C:13]([NH:15][C:16]2[CH:21]=[CH:20][NH:19][C:18](=[O:22])[CH:17]=2)=[O:14])=[C:11]([O:33][C:30]2[CH:31]=[CH:32][C:27]([F:26])=[CH:28][C:29]=2[O:34][CH3:35])[CH:10]=1)#[N:8]. The catalyst class is: 3.